From a dataset of Catalyst prediction with 721,799 reactions and 888 catalyst types from USPTO. Predict which catalyst facilitates the given reaction. (1) Reactant: [Br:1][CH2:2][CH2:3][OH:4].N1C=CN=C1.[C:10]([Si:14]([CH3:17])([CH3:16])Cl)([CH3:13])([CH3:12])[CH3:11].C(=O)([O-])O.[Na+]. Product: [Br:1][CH2:2][CH2:3][O:4][Si:14]([C:10]([CH3:13])([CH3:12])[CH3:11])([CH3:17])[CH3:16]. The catalyst class is: 9. (2) Reactant: C[C:2]1[C:11]2[C:6](=[C:7]([C:13]#[C:14]CO)[CH:8]=[CH:9][C:10]=2[F:12])[N:5]=[C:4](C)[C:3]=1[CH2:18][CH2:19][CH2:20][CH3:21].[OH-].[Na+].C1(C)C=CC=CC=1. Product: [F:12][C:10]1[CH:9]=[CH:8][C:7]([C:13]#[CH:14])=[C:6]2[C:11]=1[CH:2]=[C:3]([CH2:18][CH2:19][CH2:20][CH3:21])[CH:4]=[N:5]2. The catalyst class is: 27. (3) Reactant: [NH2:1][CH2:2][CH2:3][NH:4][C:5](=[O:34])[CH:6]([OH:33])[C:7]1[CH:12]=[CH:11][C:10]([C:13]2[N:17]=[C:16]([C:18]3[O:22][N:21]=[C:20]([C:23]4[CH:28]=[CH:27][CH:26]=[CH:25][CH:24]=4)[C:19]=3[C:29]([F:32])([F:31])[F:30])[O:15][N:14]=2)=[CH:9][CH:8]=1.[C:35](O)(=[O:37])[CH3:36].CN(C(ON1N=NC2C=CC=NC1=2)=[N+](C)C)C.F[P-](F)(F)(F)(F)F.CN1CCOCC1. The catalyst class is: 3. Product: [C:35]([NH:1][CH2:2][CH2:3][NH:4][C:5](=[O:34])[CH:6]([OH:33])[C:7]1[CH:12]=[CH:11][C:10]([C:13]2[N:17]=[C:16]([C:18]3[O:22][N:21]=[C:20]([C:23]4[CH:28]=[CH:27][CH:26]=[CH:25][CH:24]=4)[C:19]=3[C:29]([F:32])([F:31])[F:30])[O:15][N:14]=2)=[CH:9][CH:8]=1)(=[O:37])[CH3:36]. (4) Reactant: [F:1][C:2]1[CH:3]=[CH:4][C:5]2[N:9]=[C:8]([C:10]3[CH:11]=[N:12][C:13]([F:16])=[CH:14][CH:15]=3)[NH:7][C:6]=2[CH:17]=1.[F:18]C1C=C(N)C(N)=CC=1F. Product: [F:18][C:3]1[C:2]([F:1])=[CH:17][C:6]2[NH:7][C:8]([C:10]3[CH:11]=[N:12][C:13]([F:16])=[CH:14][CH:15]=3)=[N:9][C:5]=2[CH:4]=1. The catalyst class is: 13. (5) Reactant: ClC(N(C)C)=C(C)C.[N:9]1([C:13]([C:15]2[N:20]=[CH:19][C:18]([O:21][C:22]3[CH:23]=[C:24]([CH:28]=[C:29]([O:31][C@H:32]4[CH2:36][CH2:35][N:34]([CH3:37])[C:33]4=[O:38])[CH:30]=3)[C:25]([OH:27])=O)=[CH:17][CH:16]=2)=[O:14])[CH2:12][CH2:11][CH2:10]1.[NH2:39][C:40]1[CH:45]=[N:44][CH:43]=[CH:42][N:41]=1.N1C=CC=CC=1. Product: [N:9]1([C:13]([C:15]2[N:20]=[CH:19][C:18]([O:21][C:22]3[CH:23]=[C:24]([CH:28]=[C:29]([O:31][C@H:32]4[CH2:36][CH2:35][N:34]([CH3:37])[C:33]4=[O:38])[CH:30]=3)[C:25]([NH:39][C:40]3[CH:45]=[N:44][CH:43]=[CH:42][N:41]=3)=[O:27])=[CH:17][CH:16]=2)=[O:14])[CH2:10][CH2:11][CH2:12]1. The catalyst class is: 2. (6) Reactant: C(OC([N:8]1[CH2:13][CH2:12][N:11]([C:14](=[O:35])[C:15]2[CH:20]=[CH:19][C:18]([CH2:21][N:22]([CH2:29][C:30]3[NH:31][CH:32]=[CH:33][N:34]=3)[CH2:23][C:24]3[NH:25][CH:26]=[CH:27][N:28]=3)=[CH:17][CH:16]=2)[CH2:10][CH2:9]1)=O)(C)(C)C.Cl.O1CCOCC1. Product: [NH:25]1[CH:26]=[CH:27][N:28]=[C:24]1[CH2:23][N:22]([CH2:21][C:18]1[CH:17]=[CH:16][C:15]([C:14]([N:11]2[CH2:10][CH2:9][NH:8][CH2:13][CH2:12]2)=[O:35])=[CH:20][CH:19]=1)[CH2:29][C:30]1[NH:34][CH:33]=[CH:32][N:31]=1. The catalyst class is: 5. (7) Reactant: Br[CH2:2][CH2:3][CH2:4][CH2:5][CH2:6][C:7]([O:9][CH2:10][CH3:11])=[O:8].[I-:12].[Na+]. Product: [I:12][CH2:2][CH2:3][CH2:4][CH2:5][CH2:6][C:7]([O:9][CH2:10][CH3:11])=[O:8]. The catalyst class is: 21.